Dataset: Full USPTO retrosynthesis dataset with 1.9M reactions from patents (1976-2016). Task: Predict the reactants needed to synthesize the given product. (1) Given the product [CH3:20][N:21]([CH3:25])[C:22](=[O:26])[S:23][C:11]1[CH:12]=[CH:13][C:8]([CH2:1][C:2]2[CH:7]=[CH:6][CH:5]=[CH:4][CH:3]=2)=[CH:9][C:10]=1[N+:15]([O-:17])=[O:16], predict the reactants needed to synthesize it. The reactants are: [CH2:1]([C:8]1[CH:13]=[CH:12][C:11](O)=[C:10]([N+:15]([O-:17])=[O:16])[CH:9]=1)[C:2]1[CH:7]=[CH:6][CH:5]=[CH:4][CH:3]=1.[H-].[Na+].[CH3:20][N:21]([CH3:25])[C:22](Cl)=[S:23].[OH2:26]. (2) Given the product [CH3:3][C:2]([C:1]([O:6][CH2:8][CH2:9][OH:10])=[O:5])=[CH2:4], predict the reactants needed to synthesize it. The reactants are: [C:1]([O-:6])(=[O:5])[C:2]([CH3:4])=[CH2:3].C1C[O:10][CH2:9][CH2:8]1. (3) Given the product [Cl:31][C:32]1[C:40]2[C:35](=[CH:36][C:37]([F:43])=[C:38]([CH2:44][NH:45][C:19](=[O:21])[C:18]3[CH:23]=[CH:24][N:25]=[C:16]([CH2:15][C:9]4[CH:10]=[N:11][C:12]5[C:7]([CH:8]=4)=[CH:6][C:5]([S:2]([CH3:1])(=[O:3])=[O:4])=[CH:14][CH:13]=5)[CH:17]=3)[CH:39]=2)[NH:34][CH:33]=1, predict the reactants needed to synthesize it. The reactants are: [CH3:1][S:2]([C:5]1[CH:6]=[C:7]2[C:12](=[CH:13][CH:14]=1)[N:11]=[CH:10][C:9]([CH2:15][C:16]1[CH:17]=[C:18]([CH:23]=[CH:24][N:25]=1)[C:19]([O:21]C)=O)=[CH:8]2)(=[O:4])=[O:3].O[Li].O.Cl.Cl.[Cl:31][C:32]1[C:40]2[C:35](=[CH:36][C:37]([F:43])=[C:38](NC)[CH:39]=2)[NH:34][CH:33]=1.[CH3:44][N:45](C(ON1N=NC2C=CC=NC1=2)=[N+](C)C)C.F[P-](F)(F)(F)(F)F.CCN(CC)CC. (4) Given the product [NH2:17][C:10]1[C:11]2[N:12]([CH:14]=[CH:15][N:16]=2)[CH:13]=[C:8]([C:5]2[CH:4]=[CH:3][C:2]([NH:1][C:25]([NH:24][C:18]3[CH:23]=[CH:22][CH:21]=[CH:20][CH:19]=3)=[O:26])=[CH:7][CH:6]=2)[N:9]=1, predict the reactants needed to synthesize it. The reactants are: [NH2:1][C:2]1[CH:7]=[CH:6][C:5]([C:8]2[N:9]=[C:10]([NH2:17])[C:11]3[N:12]([CH:14]=[CH:15][N:16]=3)[CH:13]=2)=[CH:4][CH:3]=1.[C:18]1([N:24]=[C:25]=[O:26])[CH:23]=[CH:22][CH:21]=[CH:20][CH:19]=1.CN1CCOCC1.